Dataset: Forward reaction prediction with 1.9M reactions from USPTO patents (1976-2016). Task: Predict the product of the given reaction. (1) Given the reactants C([O:8][C:9](=[O:51])[CH2:10][C@@H:11]([N:34]1[CH:38]=[CH:37][C:36]([C:39]2[CH:44]=[CH:43][C:42]([C:45]3[CH:50]=[CH:49][N:48]=[CH:47][CH:46]=3)=[CH:41][CH:40]=2)=[CH:35]1)[C:12]([NH:14][C@H:15]1[CH2:31][C:30]2=[CH:32][N:23]([C:24]3[C:29]2=[CH:28][CH:27]=[CH:26][CH:25]=3)[CH2:22][CH2:21][O:20][CH2:19][CH2:18][NH:17][C:16]1=[O:33])=[O:13])C1C=CC=CC=1.C(O)=O.CC(O)=O, predict the reaction product. The product is: [O:33]=[C:16]1[C@@H:15]([NH:14][C:12](=[O:13])[C@H:11]([N:34]2[CH:38]=[CH:37][C:36]([C:39]3[CH:44]=[CH:43][C:42]([C:45]4[CH:46]=[CH:47][N:48]=[CH:49][CH:50]=4)=[CH:41][CH:40]=3)=[CH:35]2)[CH2:10][C:9]([OH:51])=[O:8])[CH2:31][C:30]2=[CH:32][N:23]([C:24]3[C:29]2=[CH:28][CH:27]=[CH:26][CH:25]=3)[CH2:22][CH2:21][O:20][CH2:19][CH2:18][NH:17]1. (2) Given the reactants FC(F)(F)C(O)=O.[NH2:8][CH2:9][C:10]1[C:11]([CH2:36][CH:37]([CH3:39])[CH3:38])=[N:12][C:13]2[C:18]([C:19]=1[C:20]1[CH:25]=[CH:24][C:23]([CH3:26])=[CH:22][CH:21]=1)=[CH:17][C:16]([NH:27][CH2:28][C:29]([O:31]C(C)(C)C)=[O:30])=[CH:15][CH:14]=2.[C:40](O[C:40]([O:42][C:43]([CH3:46])([CH3:45])[CH3:44])=[O:41])([O:42][C:43]([CH3:46])([CH3:45])[CH3:44])=[O:41], predict the reaction product. The product is: [C:43]([O:42][C:40]([NH:8][CH2:9][C:10]1[C:11]([CH2:36][CH:37]([CH3:38])[CH3:39])=[N:12][C:13]2[C:18]([C:19]=1[C:20]1[CH:25]=[CH:24][C:23]([CH3:26])=[CH:22][CH:21]=1)=[CH:17][C:16]([NH:27][CH2:28][C:29]([OH:31])=[O:30])=[CH:15][CH:14]=2)=[O:41])([CH3:46])([CH3:45])[CH3:44]. (3) Given the reactants C1(P(C2C=CC=CC=2)C2C=CC=CC=2)C=CC=CC=1.Br[C:21]1[CH:30]=[CH:29][C:24]([C:25]([O:27][CH3:28])=[O:26])=[C:23]([Cl:31])[CH:22]=1.[CH3:32][N:33](C=O)C, predict the reaction product. The product is: [Cl:31][C:23]1[CH:22]=[C:21]([C:32]#[N:33])[CH:30]=[CH:29][C:24]=1[C:25]([O:27][CH3:28])=[O:26]. (4) The product is: [CH3:3][C:4]1([CH3:13])[C:12]2[C:7](=[CH:8][CH:9]=[CH:10][CH:11]=2)[CH2:6][C:5]1=[O:14]. Given the reactants OO.[CH3:3][C:4]1([CH3:13])[C:12]2[C:7](=[CH:8][CH:9]=[CH:10][CH:11]=2)[CH:6]=[CH:5]1.[OH:14]S([O-])=O.[Na+].OS(O)(=O)=O, predict the reaction product. (5) Given the reactants Br[C:2]1[N:6]([CH:7]([CH3:9])[CH3:8])[C:5]2[CH:10]([C:23]3[CH:30]=[CH:29][C:26]([C:27]#[N:28])=[C:25]([F:31])[CH:24]=3)[N:11]([C:14]3[CH:19]=[C:18]([Cl:20])[C:17](=[O:21])[N:16]([CH3:22])[CH:15]=3)[C:12](=[O:13])[C:4]=2[CH:3]=1.[CH3:32][O:33][C:34]1[C:39](B2OC(C)(C)C(C)(C)O2)=[CH:38][N:37]=[C:36]([N:49]([CH3:51])[CH3:50])[N:35]=1.BrC1N(C(C)C)C2C(C3C=CC(Cl)=CC=3)N(C3C=C(Cl)C=CC=3C)C(=O)C=2C=1.C(C1C=CC(OC)=C(B(O)O)C=1)#N, predict the reaction product. The product is: [Cl:20][C:18]1[C:17](=[O:21])[N:16]([CH3:22])[CH:15]=[C:14]([N:11]2[C:12](=[O:13])[C:4]3[CH:3]=[C:2]([C:39]4[C:34]([O:33][CH3:32])=[N:35][C:36]([N:49]([CH3:50])[CH3:51])=[N:37][CH:38]=4)[N:6]([CH:7]([CH3:9])[CH3:8])[C:5]=3[CH:10]2[C:23]2[CH:30]=[CH:29][C:26]([C:27]#[N:28])=[C:25]([F:31])[CH:24]=2)[CH:19]=1.